This data is from CYP1A2 inhibition data for predicting drug metabolism from PubChem BioAssay. The task is: Regression/Classification. Given a drug SMILES string, predict its absorption, distribution, metabolism, or excretion properties. Task type varies by dataset: regression for continuous measurements (e.g., permeability, clearance, half-life) or binary classification for categorical outcomes (e.g., BBB penetration, CYP inhibition). Dataset: cyp1a2_veith. (1) The compound is COC(=O)N1CCC2(CCN(C(=O)Nc3ccccc3)CC2)CC1. The result is 0 (non-inhibitor). (2) The molecule is Cc1noc(C)c1C(=O)N1CCC2(CCCN(C(=O)Nc3ccccc3)C2)CC1. The result is 1 (inhibitor). (3) The drug is Cc1cc(-c2cccc([N+](=O)[O-])c2)nc2ccc3ccccc3c12.Cl. The result is 1 (inhibitor). (4) The molecule is COc1ccc(Oc2nc(SC)nc3ccsc23)cc1. The result is 1 (inhibitor). (5) The compound is CC(=O)N1CC2(CC2)CC1c1ccccc1. The result is 0 (non-inhibitor). (6) The molecule is COc1cc2c(cc1OC)[C@H](c1ccccc1)CN(C)CC2. The result is 0 (non-inhibitor). (7) The molecule is CC(=O)Nc1c(NCC(C)C)c2ccccc2oc1=O. The result is 1 (inhibitor). (8) The compound is CCCn1nnnc1-c1cc(Cl)cc(Cl)c1. The result is 1 (inhibitor). (9) The drug is NC(=O)c1ccc(OC[C@H](O)CN2CC=C(c3ccc(F)cc3)CC2)cc1. The result is 0 (non-inhibitor). (10) The molecule is CC(C)(C)c1ccc(-c2c(C#N)c(N)nc3c2CCCC3)s1. The result is 1 (inhibitor).